From a dataset of Catalyst prediction with 721,799 reactions and 888 catalyst types from USPTO. Predict which catalyst facilitates the given reaction. Reactant: Cl.[NH2:2][C:3]([NH2:5])=[NH:4].C[O-].[Na+].[C:9](Cl)(=[O:16])[C:10]1[CH:15]=[CH:14][CH:13]=[CH:12][CH:11]=1. Product: [C:3]([NH:5][C:9](=[O:16])[C:10]1[CH:15]=[CH:14][CH:13]=[CH:12][CH:11]=1)(=[NH:2])[NH2:4]. The catalyst class is: 5.